Task: Regression. Given a target protein amino acid sequence and a drug SMILES string, predict the binding affinity score between them. We predict pIC50 (pIC50 = -log10(IC50 in M); higher means more potent). Dataset: bindingdb_ic50.. Dataset: Drug-target binding data from BindingDB using IC50 measurements (1) The drug is Cc1cccc2ccc(N3CC[C@H](C(=O)N[C@H]4CCO[C@H](CO)C4)C(C)(C)C3)nc12. The pIC50 is 8.0. The target protein (A0SYQ0) has sequence MPPPVLALVSGQALPAFLLCSTLLVIKMYVVAVITGQVRLRKKAFANPEDALRHGGLQYCRSDQDVDRCLRAHRNDMETIYPFLFLGFVYSFLGPDPFIAQMHFLVFFLGRMVHTVAYLGKLRAPTRSLAYTVAQLPCASMALQIVWEAACHL. (2) The compound is Cc1cc(N2C[C@H](C)N[C@H](C)C2)ncc1-c1ccc(-c2nc3c(ccn3C)c(=O)[nH]2)cc1. The target protein (Q460N5) has sequence MAVPGSFPLLVEGSWGPDPPKNLNTKLQMYFQSPKRSGGGECEVRQDPRSPSRFLVFFYPEDVRQKVLERKNHELVWQGKGTFKLTVQLPATPDEIDHVFEEELLTKESKTKEDVKEPDVSEELDTKLPLDGGLDKMEDIPEECENISSLVAFENLKANVTDIMLILLVENISGLSNDDFQVEIIRDFDVAVVTFQKHIDTIRFVDDCTKHHSIKQLQLSPRLLEVTNTIRVENLPPGADDYSLKLFFENPYNGGGRVANVEYFPEESSALIEFFDRKVLDTIMATKLDFNKMPLSVFPYYASLGTALYGKEKPLIKLPAPFEESLDLPLWKFLQKKNHLIEEINDEMRRCHCELTWSQLSGKVTIRPAATLVNEGRPRIKTWQADTSTTLSSIRSKYKVNPIKVDPTMWDTIKNDVKDDRILIEFDTLKEMVILAGKSEDVQSIEVQVRELIESTTQKIKREEQSLKEKMIISPGRYFLLCHSSLLDHLLTECPEIEIC.... The pIC50 is 5.5. (3) The small molecule is CN(C)C[C@@H]1CCn2cc(c3ccccc32)C2=C(C(=O)NC2=O)c2cn(c3ccccc23)CCO1. The target protein sequence is MDGTAAEPRPGAGSLQHAQPPPQPRKKRPEDFKFGKILGEGSFSTVVLARELATSREYAIKILEKRHIIKENKVPYVTRERDVMSRLDHPFFVKLYFTFQDDEKLYFGLSYAKNGELLKYIRKIGSFDETCTRFYTAEIVSALEYLHGKGIIHRDLKPENILLNEDMHIQIADFGTAKVLSPESKQARANSFVGTAQYVSPELLTEKSACKSSDLWALGCIIYQLVAGLPPFRAGNEYLIFQKIIKLEYDFPEKFFPKARDLVEKLLVLDATKRLGCEEMEGYGPLKAHPFFESVTWENLHQQTPPKLT. The pIC50 is 6.1.